Dataset: NCI-60 drug combinations with 297,098 pairs across 59 cell lines. Task: Regression. Given two drug SMILES strings and cell line genomic features, predict the synergy score measuring deviation from expected non-interaction effect. Drug 1: CC1=C(C=C(C=C1)C(=O)NC2=CC(=CC(=C2)C(F)(F)F)N3C=C(N=C3)C)NC4=NC=CC(=N4)C5=CN=CC=C5. Drug 2: C1=NC2=C(N=C(N=C2N1C3C(C(C(O3)CO)O)F)Cl)N. Cell line: HOP-62. Synergy scores: CSS=24.8, Synergy_ZIP=1.03, Synergy_Bliss=1.45, Synergy_Loewe=-20.5, Synergy_HSA=5.74.